This data is from Forward reaction prediction with 1.9M reactions from USPTO patents (1976-2016). The task is: Predict the product of the given reaction. (1) Given the reactants [NH2:1][CH2:2][C:3]1[CH:4]=[CH:5][C:6]([OH:36])=[C:7]([C:9]2[C:14]([OH:15])=[C:13]([C:16]3[NH:20][C:19]4[CH:21]=[CH:22][C:23]([C:25](=[NH:27])[NH2:26])=[CH:24][C:18]=4[N:17]=3)[CH:12]=[C:11]([CH:28]([CH2:32][C:33]([OH:35])=[O:34])[C:29]([OH:31])=[O:30])[CH:10]=2)[CH:8]=1.[O-:37][C:38]#[N:39].[K+], predict the reaction product. The product is: [C:25]([C:23]1[CH:22]=[CH:21][C:19]2[NH:20][C:16]([C:13]3[CH:12]=[C:11]([CH:28]([CH2:32][C:33]([OH:35])=[O:34])[C:29]([OH:31])=[O:30])[CH:10]=[C:9]([C:7]4[CH:8]=[C:3]([CH2:2][NH:1][C:38]([NH2:39])=[O:37])[CH:4]=[CH:5][C:6]=4[OH:36])[C:14]=3[OH:15])=[N:17][C:18]=2[CH:24]=1)(=[NH:26])[NH2:27]. (2) Given the reactants [CH3:1][O:2][CH:3]([O:24][CH3:25])[C:4]1[C:13]([CH2:14][N:15]2[CH2:20][CH2:19][NH:18][C:17]([CH3:22])([CH3:21])[C:16]2=[O:23])=[CH:12][C:11]2[CH2:10][CH2:9][CH2:8][NH:7][C:6]=2[N:5]=1.C=O.[CH2:28](N(CC)CC)C, predict the reaction product. The product is: [CH3:1][O:2][CH:3]([O:24][CH3:25])[C:4]1[C:13]([CH2:14][N:15]2[CH2:20][CH2:19][N:18]([CH3:28])[C:17]([CH3:22])([CH3:21])[C:16]2=[O:23])=[CH:12][C:11]2[CH2:10][CH2:9][CH2:8][NH:7][C:6]=2[N:5]=1. (3) Given the reactants [F:1][C:2]1[CH:3]=[C:4]2[C:8](=[C:9]([NH:11][CH3:12])[CH:10]=1)[NH:7][C:6]1[N:13]=[C:14]([O:27][C:28]3[CH:29]=[N:30][C:31]([CH3:34])=[N:32][CH:33]=3)[N:15]=[C:16](SCC3C=CC(OC)=CC=3)[C:5]2=1.ClC1C=C(C=CC=1)C(OO)=[O:40].[OH-].[Li+].O, predict the reaction product. The product is: [F:1][C:2]1[CH:3]=[C:4]2[C:8](=[C:9]([NH:11][CH3:12])[CH:10]=1)[NH:7][C:6]1[N:13]=[C:14]([O:27][C:28]3[CH:33]=[N:32][C:31]([CH3:34])=[N:30][CH:29]=3)[N:15]=[C:16]([OH:40])[C:5]2=1. (4) Given the reactants [Cl:1][C:2]1[CH:10]=[CH:9][C:5]([C:6](Cl)=[O:7])=[CH:4][N:3]=1.[CH3:11][O:12][C:13]1[CH:19]=[CH:18][C:16]([NH2:17])=[C:15]([N+:20]([O-:22])=[O:21])[CH:14]=1, predict the reaction product. The product is: [Cl:1][C:2]1[N:3]=[CH:4][C:5]([C:6]([NH:17][C:16]2[CH:18]=[CH:19][C:13]([O:12][CH3:11])=[CH:14][C:15]=2[N+:20]([O-:22])=[O:21])=[O:7])=[CH:9][CH:10]=1. (5) Given the reactants [CH:1]([C:4]1[CH:9]=[C:8]([CH:10]([CH3:12])[CH3:11])[CH:7]=[C:6]([CH:13]([CH3:15])[CH3:14])[C:5]=1[C:16]1[CH:21]=[CH:20][CH:19]=[CH:18][C:17]=1[PH2:22])([CH3:3])[CH3:2].[CH3:23][C:24](=[CH:26][C:27](=[O:32])[CH:28]=[C:29]([CH3:31])[CH3:30])[CH3:25], predict the reaction product. The product is: [CH3:30][C:29]1([CH3:31])[CH2:28][C:27](=[O:32])[CH2:26][C:24]([CH3:25])([CH3:23])[P:22]1[C:17]1[CH:18]=[CH:19][CH:20]=[CH:21][C:16]=1[C:5]1[C:6]([CH:13]([CH3:14])[CH3:15])=[CH:7][C:8]([CH:10]([CH3:11])[CH3:12])=[CH:9][C:4]=1[CH:1]([CH3:2])[CH3:3]. (6) Given the reactants [CH:1]1([NH:7][C:8](=[O:38])[O:9][C@H:10]2[CH2:15][CH2:14][C@H:13]([C:16]3[CH:21]=[CH:20][C:19]([O:22][Si](C(C)(C)C)(C)C)=[CH:18][C:17]=3[O:30][Si](C(C)(C)C)(C)C)[CH2:12][CH2:11]2)[CH2:6][CH2:5][CH2:4][CH2:3][CH2:2]1.[F-], predict the reaction product. The product is: [CH:1]1([NH:7][C:8](=[O:38])[O:9][C@H:10]2[CH2:11][CH2:12][C@H:13]([C:16]3[CH:21]=[CH:20][C:19]([OH:22])=[CH:18][C:17]=3[OH:30])[CH2:14][CH2:15]2)[CH2:6][CH2:5][CH2:4][CH2:3][CH2:2]1. (7) Given the reactants [Na].Cl.[NH2:3][C:4]([NH2:6])=[NH:5].[NH2:7][C:8]1[C:9]([C:21](OC)=[O:22])=[N:10][C:11]([Cl:20])=[C:12]([C:14]2[CH:19]=[CH:18][CH:17]=[CH:16][CH:15]=2)[N:13]=1, predict the reaction product. The product is: [C:4]([NH:6][C:21]([C:9]1[C:8]([NH2:7])=[N:13][C:12]([C:14]2[CH:19]=[CH:18][CH:17]=[CH:16][CH:15]=2)=[C:11]([Cl:20])[N:10]=1)=[O:22])(=[NH:3])[NH2:5].